From a dataset of Forward reaction prediction with 1.9M reactions from USPTO patents (1976-2016). Predict the product of the given reaction. (1) Given the reactants [C:1]([O:5][C:6]([N:8]([C:14]1[CH:19]=[CH:18][CH:17]=[CH:16][C:15]=1CN)[C@H](C(O)=O)C)=[O:7])([CH3:4])([CH3:3])[CH3:2].CN(C)C=[O:25].ON1C2N=CC=CC=2N=N1.Cl.CN(C)[CH2:40][CH2:41][CH2:42][N:43]=[C:44]=NCC, predict the reaction product. The product is: [C:1]([O:5][C:6]([NH:8][C@H:14]1[CH2:15][C:16]2[CH:17]=[CH:18][CH:19]=[CH:40][C:41]=2[CH2:42][NH:43][C:44]1=[O:25])=[O:7])([CH3:4])([CH3:3])[CH3:2]. (2) Given the reactants C[O:2][C:3](=[O:39])[C@H:4]([NH:7][C:8]([C:10]1[N:19]2[C:13]([CH2:14][N:15]([C:24](=[O:38])[C:25]3[CH:30]=[CH:29][C:28]([C:31]4[CH2:36][CH2:35][CH2:34][CH2:33][CH:32]=4)=[C:27]([CH3:37])[CH:26]=3)[C:16]3[CH:23]=[CH:22][CH:21]=[CH:20][C:17]=3[CH2:18]2)=[CH:12][CH:11]=1)=[O:9])[CH2:5][OH:6].[OH-].[Na+].Cl, predict the reaction product. The product is: [C:31]1([C:28]2[CH:29]=[CH:30][C:25]([C:24]([N:15]3[C:16]4[CH:23]=[CH:22][CH:21]=[CH:20][C:17]=4[CH2:18][N:19]4[C:10]([C:8]([NH:7][C@H:4]([CH2:5][OH:6])[C:3]([OH:39])=[O:2])=[O:9])=[CH:11][CH:12]=[C:13]4[CH2:14]3)=[O:38])=[CH:26][C:27]=2[CH3:37])[CH2:36][CH2:35][CH2:34][CH2:33][CH:32]=1.